Predict the reactants needed to synthesize the given product. From a dataset of Full USPTO retrosynthesis dataset with 1.9M reactions from patents (1976-2016). (1) Given the product [F:8][C:5]1[CH:6]=[CH:7][C:2]2[S:12][C:10]([CH3:11])=[N:9][C:3]=2[CH:4]=1, predict the reactants needed to synthesize it. The reactants are: F[C:2]1[CH:7]=[CH:6][C:5]([F:8])=[CH:4][C:3]=1[NH:9][C:10](=[S:12])[CH3:11].C(=O)([O-])[O-].[Cs+].[Cs+]. (2) The reactants are: [Br:1][C:2]1[N:6]2[N:7]=[C:8]([NH:11][CH2:12][C@@H:13]3[CH2:17][CH2:16][CH2:15][N:14]3C(OC(C)(C)C)=O)[CH:9]=[CH:10][C:5]2=[N:4][CH:3]=1.C([Cl:28])(=O)C. Given the product [Br:1][C:2]1[N:6]2[N:7]=[C:8]([NH:11][CH2:12][C@@H:13]3[CH2:17][CH2:16][CH2:15][NH:14]3)[CH:9]=[CH:10][C:5]2=[N:4][CH:3]=1.[ClH:28], predict the reactants needed to synthesize it. (3) Given the product [CH3:11][S:12][CH2:13][CH2:14][CH2:15][NH:16][C:17]1[S:18][CH:2]=[C:3]([C:5]2[CH:10]=[CH:9][CH:8]=[CH:7][CH:6]=2)[N:19]=1, predict the reactants needed to synthesize it. The reactants are: Br[CH2:2][C:3]([C:5]1[CH:10]=[CH:9][CH:8]=[CH:7][CH:6]=1)=O.[CH3:11][S:12][CH2:13][CH2:14][CH2:15][NH:16][C:17]([NH2:19])=[S:18].CN(C)C=O. (4) Given the product [NH2:1][C:2]1[CH:10]=[CH:9][C:5]([C:6]([N:29]2[CH2:28][CH2:27][N:26]([CH2:25][C:21]3[CH:20]=[C:19]([CH:24]=[CH:23][CH:22]=3)[C:18]([NH:17][C:13]([CH3:15])([CH3:16])[CH3:14])=[O:32])[CH2:31][CH2:30]2)=[O:8])=[C:4]([F:11])[C:3]=1[Cl:12], predict the reactants needed to synthesize it. The reactants are: [NH2:1][C:2]1[CH:10]=[CH:9][C:5]([C:6]([OH:8])=O)=[C:4]([F:11])[C:3]=1[Cl:12].[C:13]([NH:17][C:18](=[O:32])[C:19]1[CH:24]=[CH:23][CH:22]=[C:21]([CH2:25][N:26]2[CH2:31][CH2:30][NH:29][CH2:28][CH2:27]2)[CH:20]=1)([CH3:16])([CH3:15])[CH3:14].C(N(CC)CC)C.CCCP1(OP(CCC)(=O)OP(CCC)(=O)O1)=O. (5) Given the product [CH2:2]([O:4][C:5]1[CH2:10][CH2:9][CH:8]([C:12](=[O:18])[C:13]([O:15][CH2:16][CH3:17])=[O:14])[C:7](=[O:11])[CH:6]=1)[CH3:3], predict the reactants needed to synthesize it. The reactants are: [Na].[CH2:2]([O:4][C:5]1[CH2:10][CH2:9][CH2:8][C:7](=[O:11])[CH:6]=1)[CH3:3].[C:12](OCC)(=[O:18])[C:13]([O:15][CH2:16][CH3:17])=[O:14].